This data is from NCI-60 drug combinations with 297,098 pairs across 59 cell lines. The task is: Regression. Given two drug SMILES strings and cell line genomic features, predict the synergy score measuring deviation from expected non-interaction effect. Drug 1: C1=CN(C=N1)CC(O)(P(=O)(O)O)P(=O)(O)O. Drug 2: C#CCC(CC1=CN=C2C(=N1)C(=NC(=N2)N)N)C3=CC=C(C=C3)C(=O)NC(CCC(=O)O)C(=O)O. Cell line: PC-3. Synergy scores: CSS=5.99, Synergy_ZIP=24.1, Synergy_Bliss=22.7, Synergy_Loewe=19.7, Synergy_HSA=19.7.